This data is from Experimentally validated miRNA-target interactions with 360,000+ pairs, plus equal number of negative samples. The task is: Binary Classification. Given a miRNA mature sequence and a target amino acid sequence, predict their likelihood of interaction. (1) Result: 0 (no interaction). The miRNA is hsa-miR-5089-5p with sequence GUGGGAUUUCUGAGUAGCAUC. The protein sequence of the target gene is MLCWGNASFGQLGLGGIDEEIVLEPRKSDFFINKRVRDVGCGLRHTVFVLDDGTVYTCGCNDLGQLGHEKSRKKPEQVVALDAQNIVAVSCGEAHTLALNDKGQVYAWGLDSDGQLGLVGSEECIRVPRNIKSLSDIQIVQVACGYYHSLALSKASEVFCWGQNKYGQLGLGTDCKKQTSPQLLKSLLGIPFMQVAAGGAHSFVLTLSGAIFGWGRNKFGQLGLNDENDRYVPNLLKSLRSQKIVYICCGEDHTAALTKEGGVFTFGAGGYGQLGHNSTSHEINPRKVFELMGSIVTEIA.... (2) The miRNA is hsa-miR-4251 with sequence CCUGAGAAAAGGGCCAA. The protein sequence of the target gene is MNYVGQLAGQVIVTVKELYKGINQATLSGCIDVIVVQQQDGSYQCSPFHVRFGKLGVLRSKEKVIDIEINGSAVDLHMKLGDNGEAFFVEETEEEYEKLPAYLATSPIPTEDQFFKDIDTPLVKSGGDETPSQSSDISHVLETETIFTPSSVKKKKRRRKKYKQDSKKEEQAASAAAEDTCDVGVSSDDDKGAQAARGSSNASLKEEECKEPLLFHSGDHYPLSDGDWSPLETTYPQTACPKSDSELEVKPAESLLRSESHMEWTWGGFPESTKVSKRERSDHHPRTATITPSENTHFRV.... Result: 0 (no interaction). (3) The miRNA is hsa-miR-633 with sequence CUAAUAGUAUCUACCACAAUAAA. The protein sequence of the target gene is MKLKELERPAVQAWSPASQYPLYLATGTSAQQLDSSFSTNGTLEIFEVDFRDPSLDLKHRGVLSALSRFHKLVWGSFGSGLLESSGVIVGGGDNGMLILYNVTHILSSGKEPVIAQKQKHTGAVRALDLNPFQGNLLASGASDSEIFIWDLNNLNVPMTLGSKSQQPPEDIKALSWNRQAQHILSSAHPSGKAVVWDLRKNEPIIKVSDHSNRMHCSGLAWHPDIATQLVLCSEDDRLPVIQLWDLRFASSPLKVLESHSRGILSVSWSQADAELLLTSAKDSQILCRNLGSSEVVYKLP.... Result: 0 (no interaction).